From a dataset of NCI-60 drug combinations with 297,098 pairs across 59 cell lines. Regression. Given two drug SMILES strings and cell line genomic features, predict the synergy score measuring deviation from expected non-interaction effect. Drug 1: CC1C(C(CC(O1)OC2CC(CC3=C2C(=C4C(=C3O)C(=O)C5=C(C4=O)C(=CC=C5)OC)O)(C(=O)C)O)N)O.Cl. Drug 2: CN(C)N=NC1=C(NC=N1)C(=O)N. Cell line: SR. Synergy scores: CSS=54.5, Synergy_ZIP=3.27, Synergy_Bliss=5.81, Synergy_Loewe=-37.6, Synergy_HSA=6.80.